From a dataset of Forward reaction prediction with 1.9M reactions from USPTO patents (1976-2016). Predict the product of the given reaction. (1) Given the reactants [C:1]([C:5]1[CH:35]=[C:34]([C:36]([CH3:39])([CH3:38])[CH3:37])[CH:33]=[C:7]([CH:8]=[N:9][C@@H:10]2[CH2:15][CH2:14][CH2:13][CH2:12][C@H:11]2[N:16]=[CH:17][C:18]2[C:19](=[C:21]([C:29]([CH3:32])([CH3:31])[CH3:30])[CH:22]=[C:23]([C:25]([CH3:28])([CH3:27])[CH3:26])[CH:24]=2)[OH:20])[C:6]=1[OH:40])([CH3:4])([CH3:3])[CH3:2].[BH4-].[Na+].O, predict the reaction product. The product is: [C:29]([C:21]1[C:19]([OH:20])=[C:18]([CH:24]=[C:23]([C:25]([CH3:28])([CH3:27])[CH3:26])[CH:22]=1)[CH2:17][NH:16][C@@H:11]1[CH2:12][CH2:13][CH2:14][CH2:15][C@H:10]1[NH:9][CH2:8][C:7]1[CH:33]=[C:34]([C:36]([CH3:37])([CH3:38])[CH3:39])[CH:35]=[C:5]([C:1]([CH3:4])([CH3:3])[CH3:2])[C:6]=1[OH:40])([CH3:30])([CH3:31])[CH3:32]. (2) Given the reactants [C:1]([C:9]1[C:10](=[O:22])[N:11]([CH2:20][CH3:21])[C:12](=[O:19])[N:13]([CH2:17][CH3:18])[C:14]=1[CH2:15]Br)(=O)[C:2]1[CH:7]=[CH:6][CH:5]=[CH:4][CH:3]=1.[C:23]([S:42][CH2:43][CH2:44][NH2:45])([C:36]1[CH:41]=[CH:40][CH:39]=[CH:38][CH:37]=1)([C:30]1[CH:35]=[CH:34][CH:33]=[CH:32][CH:31]=1)[C:24]1[CH:29]=[CH:28][CH:27]=[CH:26][CH:25]=1.C(N(CC)CC)C, predict the reaction product. The product is: [CH2:17]([N:13]1[C:14]2=[CH:15][N:45]([CH2:44][CH2:43][S:42][C:23]([C:30]3[CH:35]=[CH:34][CH:33]=[CH:32][CH:31]=3)([C:24]3[CH:25]=[CH:26][CH:27]=[CH:28][CH:29]=3)[C:36]3[CH:41]=[CH:40][CH:39]=[CH:38][CH:37]=3)[C:1]([C:2]3[CH:7]=[CH:6][CH:5]=[CH:4][CH:3]=3)=[C:9]2[C:10](=[O:22])[N:11]([CH2:20][CH3:21])[C:12]1=[O:19])[CH3:18].